Task: Regression/Classification. Given a drug SMILES string, predict its toxicity properties. Task type varies by dataset: regression for continuous values (e.g., LD50, hERG inhibition percentage) or binary classification for toxic/non-toxic outcomes (e.g., AMES mutagenicity, cardiotoxicity, hepatotoxicity). Dataset: herg_karim.. Dataset: hERG potassium channel inhibition data for cardiac toxicity prediction from Karim et al. (1) The drug is CCOC(=O)c1cccc([C@@]2(c3cnn(C)c3)N[C@@H](c3nc(-c4ccc(F)cc4)c[nH]3)Cc3c2[nH]c2ccccc32)n1. The result is 1 (blocker). (2) The molecule is O[C@@H](COc1ccc(F)cc1)CN1CCN(Cc2ccc(Cl)c(Cl)c2)CC1. The result is 1 (blocker). (3) The compound is Cc1nc2cnc(Oc3ccc(Cl)cc3F)cc2c(=O)n1C[C@H]1CCCN(C(C)C)C1. The result is 1 (blocker). (4) The compound is [NH3+][C@H]1Cn2c(nc3ccc(F)cc32)C[C@@H]1c1cc(F)c(F)cc1F. The result is 0 (non-blocker). (5) The molecule is C[C@@H](c1ccc(-c2ccc(=O)[nH]c2)cc1)[C@H]([NH3+])C(=O)N1CC[C@H](F)C1. The result is 1 (blocker). (6) The result is 0 (non-blocker). The compound is COc1cc2nnc(C(N)=O)c(Nc3ccc(C)cc3F)c2cc1N1CCN(CCO)CC1.